Dataset: Reaction yield outcomes from USPTO patents with 853,638 reactions. Task: Predict the reaction yield, written as a fraction of the theoretical maximum amount of product (1.0 means a 100% yield; for example, 0.34 means a 34% yield). (1) The reactants are [NH2:1][C:2]1[CH:7]=[CH:6][CH:5]=[CH:4][CH:3]=1.C([O-])([O-])=O.[Cs+].[Cs+].Cl[C:15]1[N:20]=[CH:19][N:18]=[C:17]([NH:21][C:22]2[CH:27]=[CH:26][CH:25]=[C:24]([NH2:28])[N:23]=2)[CH:16]=1. The catalyst is CN(C=O)C. The product is [NH2:28][C:24]1[N:23]=[C:22]([NH:21][C:17]2[CH:16]=[C:15]([NH:1][C:2]3[CH:7]=[CH:6][CH:5]=[CH:4][CH:3]=3)[N:20]=[CH:19][N:18]=2)[CH:27]=[CH:26][CH:25]=1. The yield is 0.233. (2) The reactants are [CH:1]1([CH2:5][C:6]2([CH3:23])[C:15]3[C:10](=[CH:11][CH:12]=[CH:13][CH:14]=3)[C:9]([OH:16])=[C:8](C(OCC)=O)[C:7]2=[O:22])[CH2:4][CH2:3][CH2:2]1. The catalyst is O1CCOCC1.Cl.O. The product is [CH:1]1([CH2:5][C:6]2([CH3:23])[C:15]3[C:10](=[CH:11][CH:12]=[CH:13][CH:14]=3)[C:9]([OH:16])=[CH:8][C:7]2=[O:22])[CH2:2][CH2:3][CH2:4]1. The yield is 0.830. (3) The reactants are C([O:8][C:9]1[CH:14]=[CH:13][C:12]([N:15]2[C:19]([CH3:20])=[C:18]([C:21]([NH:23][C:24]3[CH:25]=[N:26][C:27]([F:30])=[CH:28][CH:29]=3)=[O:22])[N:17]=[C:16]2[C:31]2[CH:36]=[CH:35][C:34]([Cl:37])=[CH:33][C:32]=2[Cl:38])=[CH:11][CH:10]=1)C1C=CC=CC=1.C(O)C. The catalyst is Br.C(O)(=O)C. The product is [Cl:38][C:32]1[CH:33]=[C:34]([Cl:37])[CH:35]=[CH:36][C:31]=1[C:16]1[N:15]([C:12]2[CH:11]=[CH:10][C:9]([OH:8])=[CH:14][CH:13]=2)[C:19]([CH3:20])=[C:18]([C:21]([NH:23][C:24]2[CH:25]=[N:26][C:27]([F:30])=[CH:28][CH:29]=2)=[O:22])[N:17]=1. The yield is 0.530. (4) The reactants are [CH2:1](Br)[C:2]1[CH:7]=[CH:6][CH:5]=[CH:4][CH:3]=1.[Br:9][C:10]1[CH:15]=[CH:14][C:13]([C:16](=[O:22])[CH2:17][CH2:18][C:19]([OH:21])=[O:20])=[CH:12][CH:11]=1.C([O-])([O-])=O.[K+].[K+]. The catalyst is CN(C=O)C. The product is [Br:9][C:10]1[CH:11]=[CH:12][C:13]([C:16](=[O:22])[CH2:17][CH2:18][C:19]([O:21][CH2:1][C:2]2[CH:7]=[CH:6][CH:5]=[CH:4][CH:3]=2)=[O:20])=[CH:14][CH:15]=1. The yield is 0.790. (5) The reactants are CS(O[CH:6]([C:24]1[CH:29]=[CH:28][C:27]([N+:30]([O-:32])=[O:31])=[CH:26][CH:25]=1)[CH2:7][CH2:8][CH:9](OS(C)(=O)=O)[C:10]1[CH:15]=[CH:14][C:13]([N+:16]([O-:18])=[O:17])=[CH:12][CH:11]=1)(=O)=O.[Br:33][C:34]1[CH:40]=[CH:39][C:37]([NH2:38])=[CH:36][CH:35]=1. The catalyst is CN(C=O)C. The product is [Br:33][C:34]1[CH:40]=[CH:39][C:37]([N:38]2[CH:9]([C:10]3[CH:15]=[CH:14][C:13]([N+:16]([O-:18])=[O:17])=[CH:12][CH:11]=3)[CH2:8][CH2:7][CH:6]2[C:24]2[CH:29]=[CH:28][C:27]([N+:30]([O-:32])=[O:31])=[CH:26][CH:25]=2)=[CH:36][CH:35]=1. The yield is 0.110.